Dataset: NCI-60 drug combinations with 297,098 pairs across 59 cell lines. Task: Regression. Given two drug SMILES strings and cell line genomic features, predict the synergy score measuring deviation from expected non-interaction effect. (1) Drug 1: CN(C)C1=NC(=NC(=N1)N(C)C)N(C)C. Drug 2: CC1=C2C(C(=O)C3(C(CC4C(C3C(C(C2(C)C)(CC1OC(=O)C(C(C5=CC=CC=C5)NC(=O)C6=CC=CC=C6)O)O)OC(=O)C7=CC=CC=C7)(CO4)OC(=O)C)O)C)OC(=O)C. Cell line: SNB-75. Synergy scores: CSS=6.36, Synergy_ZIP=-3.65, Synergy_Bliss=-4.42, Synergy_Loewe=-24.2, Synergy_HSA=-6.31. (2) Drug 1: C1CC(C1)(C(=O)O)C(=O)O.[NH2-].[NH2-].[Pt+2]. Drug 2: CC(C)CN1C=NC2=C1C3=CC=CC=C3N=C2N. Cell line: MDA-MB-231. Synergy scores: CSS=6.47, Synergy_ZIP=-0.142, Synergy_Bliss=4.30, Synergy_Loewe=3.96, Synergy_HSA=3.51.